This data is from Full USPTO retrosynthesis dataset with 1.9M reactions from patents (1976-2016). The task is: Predict the reactants needed to synthesize the given product. (1) Given the product [F:9][C:8]([F:11])([F:10])[C:5]1[CH:6]=[CH:7][C:2]([PH:12](=[O:14])[O:13][CH2:16][CH3:17])=[CH:3][CH:4]=1, predict the reactants needed to synthesize it. The reactants are: I[C:2]1[CH:7]=[CH:6][C:5]([C:8]([F:11])([F:10])[F:9])=[CH:4][CH:3]=1.[PH2:12]([O-:14])=[O:13].[NH3+][C:16]1C=CC=C[CH:17]=1.NCCC[Si](OCC)(OCC)OCC.C1(P(C2C=CC=CC=2)CCCP(C2C=CC=CC=2)C2C=CC=CC=2)C=CC=CC=1. (2) Given the product [F:38][C:24]1([F:23])[CH2:25][CH2:26][C:27]([C:31]2[S:32][CH:33]=[C:34]([CH2:36][O:22][C:20]3[C:6]4[CH:7]=[C:8]([C:10]5[N:11]=[C:12]6[N:16]([CH:17]=5)[N:15]=[C:14]([O:18][CH3:19])[S:13]6)[O:9][C:5]=4[CH:4]=[C:3]([O:2][CH3:1])[CH:21]=3)[N:35]=2)([OH:30])[CH2:28][CH2:29]1, predict the reactants needed to synthesize it. The reactants are: [CH3:1][O:2][C:3]1[CH:4]=[C:5]2[O:9][C:8]([C:10]3[N:11]=[C:12]4[N:16]([CH:17]=3)[N:15]=[C:14]([O:18][CH3:19])[S:13]4)=[CH:7][C:6]2=[C:20]([OH:22])[CH:21]=1.[F:23][C:24]1([F:38])[CH2:29][CH2:28][C:27]([C:31]2[S:32][CH:33]=[C:34]([CH2:36]O)[N:35]=2)([OH:30])[CH2:26][CH2:25]1.C(P(CCCC)CCCC)CCC.C1CCN(C(N=NC(N2CCCCC2)=O)=O)CC1. (3) Given the product [CH2:2]([O:4][C:5](=[O:11])[C:6](=[CH:7][Cl:13])[C:9]#[N:10])[CH3:3], predict the reactants needed to synthesize it. The reactants are: [K].[CH2:2]([O:4][C:5](=[O:11])[C:6]([C:9]#[N:10])=[CH:7]O)[CH3:3].P(Cl)(Cl)(Cl)(Cl)[Cl:13]. (4) Given the product [Cl:14][C:8]1[C:9]([O:11][CH2:12][CH3:13])=[CH:10][C:5]([CH2:4][OH:3])=[CH:6][C:7]=1[O:15][CH2:16][CH3:17], predict the reactants needed to synthesize it. The reactants are: C([O:3][C:4](=O)[C:5]1[CH:10]=[C:9]([O:11][CH2:12][CH3:13])[C:8]([Cl:14])=[C:7]([O:15][CH2:16][CH3:17])[CH:6]=1)C.[H-].C([Al+]CC(C)C)C(C)C. (5) Given the product [Cl:12][C:13]1[CH:30]=[CH:29][CH:28]=[CH:27][C:14]=1[CH2:15][N:16]1[C:24]2[C:19](=[CH:20][CH:21]=[CH:22][CH:23]=2)[C:18]2([NH:6][N:5]=[C:4]([C:3]3[CH:8]=[CH:9][CH:10]=[CH:11][C:2]=3[CH3:1])[S:7]2)[C:17]1=[O:26], predict the reactants needed to synthesize it. The reactants are: [CH3:1][C:2]1[CH:11]=[CH:10][CH:9]=[CH:8][C:3]=1[C:4](=[S:7])[NH:5][NH2:6].[Cl:12][C:13]1[CH:30]=[CH:29][CH:28]=[CH:27][C:14]=1[CH2:15][N:16]1[C:24]2[C:19](=[CH:20][CH:21]=[CH:22][CH:23]=2)[C:18](=O)[C:17]1=[O:26]. (6) Given the product [ClH:37].[F:1][C:2]1[CH:7]=[CH:6][CH:5]=[C:4]([F:8])[C:3]=1[N:9]1[C:17]2[CH:16]=[CH:15][NH:14][C:13](=[O:18])[C:12]=2[C:11]([C:19]2[CH:20]=[CH:21][C:22]([N:25]3[CH2:26][CH2:27][O:28][CH2:29][CH2:30]3)=[CH:23][CH:24]=2)=[N:10]1, predict the reactants needed to synthesize it. The reactants are: [F:1][C:2]1[CH:7]=[CH:6][CH:5]=[C:4]([F:8])[C:3]=1[N:9]1[C:17]2[CH:16]=[CH:15][NH:14][C:13](=[O:18])[C:12]=2[C:11]([C:19]2[CH:24]=[CH:23][C:22]([N:25]3[CH2:30][CH2:29][O:28][CH2:27][CH2:26]3)=[CH:21][CH:20]=2)=[N:10]1.C(OC(=O)C)C.[ClH:37]. (7) The reactants are: [CH3:1][O:2][C:3](=[O:23])[C:4]([C:16]1[CH:21]=[CH:20][C:19]([OH:22])=[CH:18][CH:17]=1)=[CH:5][C:6]1[CH:11]=[C:10]([O:12][CH3:13])[CH:9]=[C:8]([O:14][CH3:15])[CH:7]=1.[Br:24][CH2:25][CH2:26][CH2:27]Br.C(=O)([O-])[O-].[K+].[K+]. Given the product [CH3:1][O:2][C:3](=[O:23])[C:4]([C:16]1[CH:17]=[CH:18][C:19]([O:22][CH2:27][CH2:26][CH2:25][Br:24])=[CH:20][CH:21]=1)=[CH:5][C:6]1[CH:7]=[C:8]([O:14][CH3:15])[CH:9]=[C:10]([O:12][CH3:13])[CH:11]=1, predict the reactants needed to synthesize it. (8) Given the product [CH3:1][C:2]1[N:6]([C:7]2[CH:12]=[CH:11][CH:10]=[C:9]([C:13]([F:15])([F:14])[F:16])[CH:8]=2)[N:5]=[C:4]([C:17]2[CH:22]=[CH:21][N:20]=[CH:19][CH:18]=2)[C:3]=1[C:23]([N:34]1[CH2:35][CH2:36][CH:31]([N:26]2[CH2:30][CH2:29][CH2:28][CH2:27]2)[CH2:32][CH2:33]1)=[O:24], predict the reactants needed to synthesize it. The reactants are: [CH3:1][C:2]1[N:6]([C:7]2[CH:12]=[CH:11][CH:10]=[C:9]([C:13]([F:16])([F:15])[F:14])[CH:8]=2)[N:5]=[C:4]([C:17]2[CH:22]=[CH:21][N:20]=[CH:19][CH:18]=2)[C:3]=1[C:23](O)=[O:24].[N:26]1([CH:31]2[CH2:36][CH2:35][NH:34][CH2:33][CH2:32]2)[CH2:30][CH2:29][CH2:28][CH2:27]1. (9) Given the product [F:55][C:43]([F:42])([F:54])[C:44]1[CH:49]=[CH:48][CH:47]=[CH:46][C:45]=1[S:50]([O:1][C:2]1[CH:10]=[CH:9][C:8]([C:11]2[N:12]([C:27]([O:29][C:30]([CH3:31])([CH3:33])[CH3:32])=[O:28])[C:13]3[C:18]([CH:19]=2)=[CH:17][C:16]([CH2:20][N:21]2[CH2:26][CH2:25][CH2:24][CH2:23][CH2:22]2)=[CH:15][CH:14]=3)=[C:7]2[C:3]=1[CH2:4][NH:5][C:6]2=[O:34])(=[O:51])=[O:52], predict the reactants needed to synthesize it. The reactants are: [OH:1][C:2]1[CH:10]=[CH:9][C:8]([C:11]2[N:12]([C:27]([O:29][C:30]([CH3:33])([CH3:32])[CH3:31])=[O:28])[C:13]3[C:18]([CH:19]=2)=[CH:17][C:16]([CH2:20][N:21]2[CH2:26][CH2:25][CH2:24][CH2:23][CH2:22]2)=[CH:15][CH:14]=3)=[C:7]2[C:3]=1[CH2:4][NH:5][C:6]2=[O:34].C(N(CC)CC)C.[F:42][C:43]([F:55])([F:54])[C:44]1[CH:49]=[CH:48][CH:47]=[CH:46][C:45]=1[S:50](Cl)(=[O:52])=[O:51]. (10) Given the product [F:1][C@H:2]([C:4]1[S:8][C:7]2=[N:9][C:10]([C:12]3[O:13][C:14]4[CH:20]=[C:19]([O:21][CH3:22])[CH:18]=[C:17]([O:23][CH2:55][C:51]5[CH:52]=[CH:53][CH:54]=[C:49]([C:47]6[CH:46]=[N:45][CH:44]=[N:43][CH:48]=6)[CH:50]=5)[C:15]=4[CH:16]=3)=[CH:11][N:6]2[N:5]=1)[CH3:3], predict the reactants needed to synthesize it. The reactants are: [F:1][C@H:2]([C:4]1[S:8][C:7]2=[N:9][C:10]([C:12]3[O:13][C:14]4[C:15](=[C:17]([OH:23])[CH:18]=[C:19]([O:21][CH3:22])[CH:20]=4)[CH:16]=3)=[CH:11][N:6]2[N:5]=1)[CH3:3].C1(P(C2C=CC=CC=2)C2C=CC=CC=2)C=CC=CC=1.[N:43]1[CH:48]=[C:47]([C:49]2[CH:50]=[C:51]([CH2:55]O)[CH:52]=[CH:53][CH:54]=2)[CH:46]=[N:45][CH:44]=1.CC(OC(/N=N/C(OC(C)C)=O)=O)C.